From a dataset of Experimentally validated miRNA-target interactions with 360,000+ pairs, plus equal number of negative samples. Binary Classification. Given a miRNA mature sequence and a target amino acid sequence, predict their likelihood of interaction. (1) The miRNA is hsa-miR-216a-3p with sequence UCACAGUGGUCUCUGGGAUUAU. The protein sequence of the target gene is MLGWIKCLMRMWFQRVGVSMQSVLWSGKPYGSSRSIVRKIGTNLSLIQCPRVQFQLTSHATEWSPAHSGEDAVASFADVGLVATEEGECSIRLRAEVSSKPPHEDDPPCFEKPPSRHTSFPSLSQDKPSPERTLASEEALQKISALENELAALRAQIAKIVTLQEQQSPSAGCLDSSTSVTVAPPPPPPPPPPPLPLVLHQSTSALDLIKERREQRLSAGKTLATGHPKKPDMPNMLEILKDMNSVKLRSVKRSEKDVKPRPADTDHAAFIAEALKKKFAYRHNSQGETERGIPKPESEA.... Result: 0 (no interaction). (2) The miRNA is hsa-miR-4682 with sequence UCUGAGUUCCUGGAGCCUGGUCU. The protein sequence of the target gene is MADSAQAQKLVYLVTGGCGFLGEHVVRMLLQREPRLGELRVFDQHLGPWLEELKTGPVRVTAIQGDVTQAHEVAAAVAGAHVVIHTAGLVDVFGRASPKTIHEVNVQGTRNVIEACVQTGTRFLVYTSSMEVVGPNTKGHPFYRGNEDTPYEAVHRHPYPCSKALAEWLVLEANGRKVRGGLPLVTCALRPTGIYGEGHQIMRDFYRQGLRLGGWLFRAIPASVEHGRVYVGNVAWMHVLAARELEQRATLMGGQVYFCYDGSPYRSYEDFNMEFLGPCGLRLVGARPLLPYWLLVFLAA.... Result: 0 (no interaction).